From a dataset of Drug-target binding data from BindingDB using Ki measurements. Regression. Given a target protein amino acid sequence and a drug SMILES string, predict the binding affinity score between them. We predict pKi (pKi = -log10(Ki in M); higher means stronger inhibition). Dataset: bindingdb_ki. (1) The drug is NC(=O)[C@H](CCC(=O)O)NC(=O)[C@H](CCC(=O)O)NC(=O)CCc1ccc(-c2cccs2)cc1. The target protein sequence is MSPAPRPSRCLLLPLLTLGT. The pKi is 6.0. (2) The drug is CC(C)(C)CC(O)CC(=O)[O-]. The target protein (Q63704) has sequence MAEAHQAVAFQFTVTPDGVDFRLSREALRHIYLSGINSWKKRLIRIKNGILRGVYPGSPTSWLVVVMATVGSNYCKVDISMGLVHCIQRCLPTRYGSYGTPQTETLLSMVIFSTGVWATGIFLFRQTLKLLLSYHGWMFEMHSKTSHATKIWAICVRLLSSRRPMLYSFQTSLPKLPVPSVPATIHRYLDSVRPLLDDEAYFRMESLAKEFQDKIAPRLQKYLVLKSWWATNYVSDWWEEYVYLRGRSPIMVNSNYYAMDFVLIKNTSQQAARLGNTVHAMIMYRRKLDREEIKPVMALGMVPMCSYQMERMFNTTRIPGKETDLLQHLSESRHVAVYHKGRFFKVWLYEGSCLLKPRDLEMQFQRILDDTSPPQPGEEKLAALTAGGRVEWAEARQKFFSSGKNKMSLDTIERAAFFVALDEDSHCYNPDDEASLSLYGKSLLHGNCYNRWFDKSFTLISCKNGQLGLNTEHSWADAPIIGHLWEFVLATDTFHLGYTE.... The pKi is 2.4. (3) The compound is CC(=O)Nc1nnc(S(N)(=O)=O)s1. The target protein (P22748) has sequence MRMLLALLALSAARPSASAESHWCYEVQAESSNYPCLVPVKWGGNCQKDRQSPINIVTTKAKVDKKLGRFFFSGYDKKQTWTVQNNGHSVMMLLENKASISGGGLPAPYQAKQLHLHWSDLPYKGSEHSLDGEHFAMEMHIVHEKEKGTSRNVKEAQDPEDEIAVLAFLVEAGTQVNEGFQPLVEALSNIPKPEMSTTMAESSLLDLLPKEEKLRHYFRYLGSLTTPTCDEKVVWTVFREPIQLHREQILAFSQKLYYDKEQTVSMKDNVRPLQQLGQRTVIKSGAPGRPLPWALPALLGPMLACLLAGFLR. The pKi is 7.2. (4) The compound is O=C(CCCN1CCC(O)(c2ccc(Cl)cc2)CC1)c1ccc(F)cc1. The target protein sequence is MDPLNLSWYDDDLESRNWSRPFNGSEGKADRPHYNYYAMLLTLLIFIIVFGNVLVCMAVSREKALQTTTNYLIVSLAVADLLVATLVMPWVVYLEVVGEWKFSRIHCDIFVTLDVMMCTASILNLCAISIDRYTAVAMPMLYNTRYSSKRRVTVMIAIVWVLSFTISCPLLFGLNNTDQNECIIANPAFVVYSSIVSFYVPFIVTLLVYIKIYIVLRRRRKRVNTKRSSRAFRANLKAPLKGNCTHPEDMKLCTVIMKSNGSFPVNRRRVEAARRAQELEMEMLSSTSPPERTRYSPIPPSHHQLTLPDPSHHALHSTPDSPARPEKNGHAKDHPKIAKIFEIQSMPNGKTRTSLKTMSRRKLSQQKEKKATQMLAIVLGVFIICWLPFFITHILNIHCDCNIPPVLYSAFTWLGYVNSAVNPIIYTTFNIEFRKAFLKILHC. The pKi is 8.6. (5) The target protein sequence is WKHQFAWPFRQPVDAVKLGLPDYHKIIKQPMDMGTIKRRLENNYYWAASECMQDFNTMFTNCYIYNKPTDDIV. The pKi is 8.5. The small molecule is COc1cc2c(cc1-c1c(C)noc1C)[nH]c1nc(C)nc(-c3c(C)[nH]c4ccccc34)c12.